Task: Predict which catalyst facilitates the given reaction.. Dataset: Catalyst prediction with 721,799 reactions and 888 catalyst types from USPTO (1) Reactant: [C:1]([O:5][C:6]([N:8]1[CH2:13][CH2:12][NH:11][CH2:10][CH2:9]1)=[O:7])([CH3:4])([CH3:3])[CH3:2].[CH2:14]([O:16][C:17](=[O:27])[C:18]1[CH:23]=[CH:22][C:21]([CH2:24]Br)=[C:20]([Br:26])[CH:19]=1)[CH3:15].O. Product: [C:1]([O:5][C:6]([N:8]1[CH2:13][CH2:12][N:11]([CH2:24][C:21]2[CH:22]=[CH:23][C:18]([C:17]([O:16][CH2:14][CH3:15])=[O:27])=[CH:19][C:20]=2[Br:26])[CH2:10][CH2:9]1)=[O:7])([CH3:4])([CH3:2])[CH3:3]. The catalyst class is: 1. (2) Reactant: [CH3:1][C:2]1[CH:9]=[CH:8][C:5]([CH:6]=O)=[CH:4][CH:3]=1.[CH3:10][C:11]([CH3:13])=[O:12].[OH-].[Na+].O. Product: [CH3:1][C:2]1[CH:9]=[CH:8][C:5]([CH:6]=[CH:10][C:11](=[O:12])[CH:13]=[CH:1][C:2]2[CH:9]=[CH:8][C:5]([CH3:6])=[CH:4][CH:3]=2)=[CH:4][CH:3]=1. The catalyst class is: 8.